From a dataset of Reaction yield outcomes from USPTO patents with 853,638 reactions. Predict the reaction yield, written as a fraction of the theoretical maximum amount of product (1.0 means a 100% yield; for example, 0.34 means a 34% yield). (1) The reactants are [C:1]1(B(O)O)[CH:6]=[CH:5][CH:4]=[CH:3][CH:2]=1.Br[C:11]1[CH:20]=[CH:19][C:18]2[C:13](=[CH:14][CH:15]=[C:16]([Br:21])[CH:17]=2)[CH:12]=1.C(COC)OC.C(=O)([O-])[O-].[Na+].[Na+]. The catalyst is [Pd].C1(P(C2C=CC=CC=2)C2C=CC=CC=2)C=CC=CC=1.C1(P(C2C=CC=CC=2)C2C=CC=CC=2)C=CC=CC=1.C1(P(C2C=CC=CC=2)C2C=CC=CC=2)C=CC=CC=1.C1(P(C2C=CC=CC=2)C2C=CC=CC=2)C=CC=CC=1.O.C1(C)C=CC=CC=1. The product is [Br:21][C:16]1[CH:15]=[CH:14][C:13]2[C:18](=[CH:19][CH:20]=[C:11]([C:1]3[CH:6]=[CH:5][CH:4]=[CH:3][CH:2]=3)[CH:12]=2)[CH:17]=1. The yield is 0.360. (2) The reactants are [CH3:1][C:2]([C:16]1[O:20][N:19]=[C:18]([NH:21][C:22](=[O:37])[C:23]([CH3:36])([S:25]([CH2:28][CH2:29][CH:30]2[CH2:35][CH2:34][O:33][CH2:32][CH2:31]2)(=[O:27])=[O:26])[CH3:24])[CH:17]=1)([CH3:15])[CH2:3][O:4][Si](C(C)C)(C(C)C)C(C)C.[F-].C([N+](CCCC)(CCCC)CCCC)CCC. The catalyst is C1COCC1.[NH4+].[Cl-]. The product is [OH:4][CH2:3][C:2]([C:16]1[O:20][N:19]=[C:18]([NH:21][C:22](=[O:37])[C:23]([CH3:24])([S:25]([CH2:28][CH2:29][CH:30]2[CH2:35][CH2:34][O:33][CH2:32][CH2:31]2)(=[O:27])=[O:26])[CH3:36])[CH:17]=1)([CH3:15])[CH3:1]. The yield is 0.340.